From a dataset of Drug-target binding data from BindingDB using IC50 measurements. Regression. Given a target protein amino acid sequence and a drug SMILES string, predict the binding affinity score between them. We predict pIC50 (pIC50 = -log10(IC50 in M); higher means more potent). Dataset: bindingdb_ic50. (1) The compound is Oc1cccc(-c2csc(N/N=C/c3ccc4ccc5cccc6ccc3c4c56)n2)c1. The pIC50 is 5.1. The target protein sequence is MLRGSAGAWAVLGPLLWGCGLSLLQGGMLYPRESRSRERKELDGLWSFRADFSDNRRQGFEQQWYRAPLRESGPTLDMPVPSSFNDVGQDGQLRSFVGWVWYEREITLPQRWTEDLGTRVVLRIGSAHYYAIVWVNGVHVLEHEGGHLPFEADISKLVQSGPLSSCRITIAINNTLSPHTLPPGTILYKTDPSMYPKGYFVQNTKFDFFNYAGLHRSVLLYTTPTTYIDDITVTTDMDQDIGLVNYQIIVQGSDHFQVDVSLLDEEGKVMAKGAGAEGQLQVPSAHLWWPYLMHEHPAYLYSLEVKLTAQTAVGPVSDFYTLPVGIRTVAVTKSQFLINGKPFYFRGVNKHEDADIRGKGFDWPLLVKDFNLLRWLGANAFRTSHYPYSEEVLQLCDRYGIVVIDESPGVGIVLVESFSNVSLQHHLEVMEEMIRRDKNHPAVVMWSLANEPASFLKPAGYYFKTLIAHTKALDPSRPVTFVTNTNYEADLGAPYVDIIC.... (2) The drug is N=C(N)NCCC[C@@H](NC(=O)CNC(=O)[C@H](Cc1c[nH]c2ccccc12)NS(=O)(=O)Cc1ccccc1)C(=O)c1nccs1. The target protein (P00734) has sequence MAHVRGLQLPGCLALAALCSLVHSQHVFLAPQQARSLLQRVRRANTFLEEVRKGNLERECVEETCSYEEAFEALESSTATDVFWAKYTACETARTPRDKLAACLEGNCAEGLGTNYRGHVNITRSGIECQLWRSRYPHKPEINSTTHPGADLQENFCRNPDSSTTGPWCYTTDPTVRRQECSIPVCGQDQVTVAMTPRSEGSSVNLSPPLEQCVPDRGQQYQGRLAVTTHGLPCLAWASAQAKALSKHQDFNSAVQLVENFCRNPDGDEEGVWCYVAGKPGDFGYCDLNYCEEAVEEETGDGLDEDSDRAIEGRTATSEYQTFFNPRTFGSGEADCGLRPLFEKKSLEDKTERELLESYIDGRIVEGSDAEIGMSPWQVMLFRKSPQELLCGASLISDRWVLTAAHCLLYPPWDKNFTENDLLVRIGKHSRTRYERNIEKISMLEKIYIHPRYNWRENLDRDIALMKLKKPVAFSDYIHPVCLPDRETAASLLQAGYKGR.... The pIC50 is 6.1. (3) The drug is CCCCCCCCCCCCCCCCc1cccc([C@@H](O)[C@@H](N)CO)n1. The target protein (P09217) has sequence MPSRTDPKMDRSGGRVRLKAHYGGDILITSVDPTTTFQDLCEEVRDMCGLHQQHPLTLKWVDSEGDPCTVSSQMELEEAFRLACQGRDEVLIIHVFPSIPEQPGMPCPGEDKSIYRRGARRWRKLYRANGHLFQAKRFNRRAYCGQCSERIWGLARQGYRCINCKLLVHKRCHVLVPLTCRRHMDSVMPSQEPPVDDKNDGVDLPSEETDGIAYISSSRKHDNIKDDSEDLKPVIDGVDGIKISQGLGLQDFDLIRVIGRGSYAKVLLVRLKKNDQIYAMKVVKKELVHDDEDIDWVQTEKHVFEQASSNPFLVGLHSCFQTTSRLFLVIEYVNGGDLMFHMQRQRKLPEEHARFYAAEICIALNFLHERGIIYRDLKLDNVLLDADGHIKLTDYGMCKEGLGPGDTTSTFCGTPNYIAPEILRGEEYGFSVDWWALGVLMFEMMAGRSPFDIITDNPDMNTEDYLFQVILEKPIRIPRFLSVKASHVLKGFLNKDPKER.... The pIC50 is 5.3. (4) The drug is CNC(=O)c1nc(-c2nc(-c3cnc4ccccn34)c(C)nc2N)n(C)n1. The target protein (Q96QK1) has sequence MPTTQQSPQDEQEKLLDEAIQAVKVQSFQMKRCLDKNKLMDALKHASNMLGELRTSMLSPKSYYELYMAISDELHYLEVYLTDEFAKGRKVADLYELVQYAGNIIPRLYLLITVGVVYVKSFPQSRKDILKDLVEMCRGVQHPLRGLFLRNYLLQCTRNILPDEGEPTDEETTGDISDSMDFVLLNFAEMNKLWVRMQHQGHSRDREKRERERQELRILVGTNLVRLSQLEGVNVERYKQIVLTGILEQVVNCRDALAQEYLMECIIQVFPDEFHLQTLNPFLRACAELHQNVNVKNIIIALIDRLALFAHREDGPGIPADIKLFDIFSQQVATVIQSRQDMPSEDVVSLQVSLINLAMKCYPDRVDYVDKVLETTVEIFNKLNLEHIATSSAVSKELTRLLKIPVDTYNNILTVLKLKHFHPLFEYFDYESRKSMSCYVLSNVLDYNTEIVSQDQVDSIMNLVSTLIQDQPDQPVEDPDPEDFADEQSLVGRFIHLLRS.... The pIC50 is 4.8.